This data is from Full USPTO retrosynthesis dataset with 1.9M reactions from patents (1976-2016). The task is: Predict the reactants needed to synthesize the given product. (1) The reactants are: Cl[C:2]1[CH:7]=[CH:6][C:5](Cl)=[CH:4][C:3]=1[C:9]1[N:13]2[C:14]3[C:19]([N:20]=[C:21]([CH3:22])[C:12]2=[C:11]([CH3:24])[N:10]=1)=[CH:18][CH:17]=[C:16](F)[CH:15]=3.F[C:26]1C=C(Cl)C=CC=1[N+]([O-])=O. Given the product [CH3:24][C:11]1[N:10]=[C:9]([C:3]2[CH:4]=[CH:5][CH:6]=[CH:7][C:2]=2[CH3:26])[N:13]2[C:14]3[C:19](=[CH:18][CH:17]=[CH:16][CH:15]=3)[N:20]=[C:21]([CH3:22])[C:12]=12, predict the reactants needed to synthesize it. (2) Given the product [Cl:1][C:2]1[CH:7]=[C:6]([F:8])[CH:5]=[CH:4][C:3]=1[C:9]1[S:13][C:12]([C:14]([O:16][CH3:17])=[O:15])=[CH:11][C:10]=1[C:18]1[CH:23]=[CH:22][C:21]([OH:24])=[CH:20][CH:19]=1, predict the reactants needed to synthesize it. The reactants are: [Cl:1][C:2]1[CH:7]=[C:6]([F:8])[CH:5]=[CH:4][C:3]=1[C:9]1[S:13][C:12]([C:14]([O:16][CH3:17])=[O:15])=[CH:11][C:10]=1[C:18]1[CH:23]=[CH:22][C:21]([O:24]C)=[CH:20][CH:19]=1.B(Br)(Br)Br.CO.